Predict the reactants needed to synthesize the given product. From a dataset of Full USPTO retrosynthesis dataset with 1.9M reactions from patents (1976-2016). Given the product [OH:16][CH2:15][CH2:14][CH2:13][O:12][C:6]1[CH:5]=[C:4]([CH:9]=[CH:8][C:7]=1[O:10][CH3:11])[C:3]([OH:17])=[O:2], predict the reactants needed to synthesize it. The reactants are: C[O:2][C:3](=[O:17])[C:4]1[CH:9]=[CH:8][C:7]([O:10][CH3:11])=[C:6]([O:12][CH2:13][CH2:14][CH2:15][OH:16])[CH:5]=1.Cl.